Dataset: Full USPTO retrosynthesis dataset with 1.9M reactions from patents (1976-2016). Task: Predict the reactants needed to synthesize the given product. (1) Given the product [C:6]([CH2:8][NH:9][C:10]([CH2:12][O:13][C:14]1[CH:15]=[C:16]([CH:19]=[CH:20][CH:21]=1)[CH:17]=[O:18])=[O:11])([OH:7])=[O:5], predict the reactants needed to synthesize it. The reactants are: C([O:5][C:6]([CH2:8][NH:9][C:10]([CH2:12][O:13][C:14]1[CH:15]=[C:16]([CH:19]=[CH:20][CH:21]=1)[CH:17]=[O:18])=[O:11])=[O:7])(C)(C)C.FC(F)(F)C(O)=O. (2) Given the product [Br:1][C:2]1[C:3]([NH:23][CH2:22][CH2:21][CH2:20][CH2:19][CH:18]([O:17][Si:10]([C:13]([CH3:15])([CH3:16])[CH3:14])([CH3:12])[CH3:11])[CH2:24][CH2:25][CH2:26][CH:27]=[CH2:28])=[N:4][C:5]([NH:42][CH2:38][CH2:39][CH:40]=[CH2:41])=[N:6][CH:7]=1, predict the reactants needed to synthesize it. The reactants are: [Br:1][C:2]1[C:3](Cl)=[N:4][C:5](Cl)=[N:6][CH:7]=1.[Si:10]([O:17][CH:18]([CH2:24][CH2:25][CH2:26][CH:27]=[CH2:28])[CH2:19][CH2:20][CH2:21][CH2:22][NH2:23])([C:13]([CH3:16])([CH3:15])[CH3:14])([CH3:12])[CH3:11].CCN(C(C)C)C(C)C.[CH2:38]([NH2:42])[CH2:39][CH:40]=[CH2:41].